Dataset: Forward reaction prediction with 1.9M reactions from USPTO patents (1976-2016). Task: Predict the product of the given reaction. Given the reactants [CH3:1][O:2][C:3]1[CH:8]=[CH:7][C:6]([S:9][C:10]2[CH:15]=[CH:14][N:13]=[C:12]([NH:16][C:17]3[CH:22]=[CH:21][C:20]([NH2:23])=[CH:19][CH:18]=3)[N:11]=2)=[CH:5][CH:4]=1.[C:24](O)(=[O:27])[CH:25]=[CH2:26], predict the reaction product. The product is: [CH3:1][O:2][C:3]1[CH:4]=[CH:5][C:6]([S:9][C:10]2[CH:15]=[CH:14][N:13]=[C:12]([NH:16][C:17]3[CH:22]=[CH:21][C:20]([NH:23][C:24](=[O:27])[CH:25]=[CH2:26])=[CH:19][CH:18]=3)[N:11]=2)=[CH:7][CH:8]=1.